This data is from Full USPTO retrosynthesis dataset with 1.9M reactions from patents (1976-2016). The task is: Predict the reactants needed to synthesize the given product. Given the product [C:36]([N:31]1[CH2:32][C@H:33]([CH3:34])[N:28]([CH2:27][CH2:26][CH2:25][N:22]2[C:15]3[N:16]=[C:17]([NH:20][CH3:21])[N:18]=[CH:19][C:14]=3[CH:13]=[C:12]([C:3]3[CH:4]=[C:5]([O:10][CH3:11])[CH:6]=[C:7]([O:8][CH3:9])[C:2]=3[Cl:1])[C:23]2=[O:24])[C@H:29]([CH3:35])[CH2:30]1)(=[O:39])[CH:37]=[CH2:38], predict the reactants needed to synthesize it. The reactants are: [Cl:1][C:2]1[C:7]([O:8][CH3:9])=[CH:6][C:5]([O:10][CH3:11])=[CH:4][C:3]=1[C:12]1[C:23](=[O:24])[N:22]([CH2:25][CH2:26][CH2:27][N:28]2[C@@H:33]([CH3:34])[CH2:32][NH:31][CH2:30][C@H:29]2[CH3:35])[C:15]2[N:16]=[C:17]([NH:20][CH3:21])[N:18]=[CH:19][C:14]=2[CH:13]=1.[C:36](Cl)(=[O:39])[CH:37]=[CH2:38].